The task is: Predict the reactants needed to synthesize the given product.. This data is from Full USPTO retrosynthesis dataset with 1.9M reactions from patents (1976-2016). (1) Given the product [CH3:32][O:31][CH2:30][CH2:29][O:28][CH2:27][CH2:26][O:1][C:2]1[CH:3]=[CH:4][C:5]2[C:10](=[O:11])[O:9][C:8]([CH3:12])([CH3:13])[O:7][C:6]=2[CH:14]=1, predict the reactants needed to synthesize it. The reactants are: [OH:1][C:2]1[CH:3]=[CH:4][C:5]2[C:10](=[O:11])[O:9][C:8]([CH3:13])([CH3:12])[O:7][C:6]=2[CH:14]=1.CC1C=CC(S(O[CH2:26][CH2:27][O:28][CH2:29][CH2:30][O:31][CH3:32])(=O)=O)=CC=1.C([O-])([O-])=O.[K+].[K+]. (2) Given the product [CH2:15]([O:17][C:18]([N:20]1[CH2:21][CH2:22][N:23]([C:26](=[O:38])[C@@H:27]([NH:37][C:12]([C:4]2[CH:3]=[C:2]([OH:1])[C:11]3[C:6](=[CH:7][CH:8]=[CH:9][CH:10]=3)[N:5]=2)=[O:14])[CH2:28][CH2:29][C:30]([O:32][C:33]([CH3:35])([CH3:34])[CH3:36])=[O:31])[CH2:24][CH2:25]1)=[O:19])[CH3:16], predict the reactants needed to synthesize it. The reactants are: [OH:1][C:2]1[C:11]2[C:6](=[CH:7][CH:8]=[CH:9][CH:10]=2)[N:5]=[C:4]([C:12]([OH:14])=O)[CH:3]=1.[CH2:15]([O:17][C:18]([N:20]1[CH2:25][CH2:24][N:23]([C:26](=[O:38])[C@@H:27]([NH2:37])[CH2:28][CH2:29][C:30]([O:32][C:33]([CH3:36])([CH3:35])[CH3:34])=[O:31])[CH2:22][CH2:21]1)=[O:19])[CH3:16].C1C=CC2N(O)N=NC=2C=1.C(Cl)CCl.